Predict which catalyst facilitates the given reaction. From a dataset of Catalyst prediction with 721,799 reactions and 888 catalyst types from USPTO. (1) Reactant: CS(O[CH:6]1[CH2:11][CH2:10][O:9][CH:8]([C:12]2[CH:17]=[CH:16][CH:15]=[C:14]([Br:18])[N:13]=2)[CH2:7]1)(=O)=O.C([O-])([O-])=O.[Cs+].[Cs+].[F:25][C:26]([F:35])([F:34])[C:27]1[CH:28]=[C:29]([SH:33])[CH:30]=[CH:31][CH:32]=1. Product: [Br:18][C:14]1[CH:15]=[CH:16][CH:17]=[C:12]([CH:8]2[CH2:7][CH:6]([S:33][C:29]3[CH:30]=[CH:31][CH:32]=[C:27]([C:26]([F:25])([F:34])[F:35])[CH:28]=3)[CH2:11][CH2:10][O:9]2)[N:13]=1. The catalyst class is: 18. (2) Reactant: Cl.[CH:2]12[CH2:11][CH:6]3[CH2:7][CH:8]([CH2:10][CH:4]([CH2:5]3)[CH:3]1[NH:12][C:13]([CH:15]1[CH2:19][CH2:18][CH2:17][N:16]1[CH2:20][CH2:21][NH2:22])=[O:14])[CH2:9]2.C(N(CC)CC)C.[C:30](Cl)(=[O:32])[CH3:31]. Product: [CH:2]12[CH2:11][CH:6]3[CH2:7][CH:8]([CH2:10][CH:4]([CH2:5]3)[CH:3]1[NH:12][C:13]([CH:15]1[CH2:19][CH2:18][CH2:17][N:16]1[CH2:20][CH2:21][NH:22][C:30](=[O:32])[CH3:31])=[O:14])[CH2:9]2. The catalyst class is: 4.